Dataset: Full USPTO retrosynthesis dataset with 1.9M reactions from patents (1976-2016). Task: Predict the reactants needed to synthesize the given product. (1) The reactants are: [Cl:1][C:2]1[CH:3]=[C:4]([NH:8][C:9]2[N:10]=[CH:11][C:12]([C:19]([N:21]3[CH2:26][CH2:25][CH2:24][CH2:23][CH2:22]3)=[O:20])=[C:13]3[C:17]([CH3:18])=[CH:16][NH:15][C:14]=23)[CH:5]=[CH:6][CH:7]=1.Cl. Given the product [ClH:1].[Cl:1][C:2]1[CH:3]=[C:4]([NH:8][C:9]2[N:10]=[CH:11][C:12]([C:19]([N:21]3[CH2:26][CH2:25][CH2:24][CH2:23][CH2:22]3)=[O:20])=[C:13]3[C:17]([CH3:18])=[CH:16][NH:15][C:14]=23)[CH:5]=[CH:6][CH:7]=1, predict the reactants needed to synthesize it. (2) Given the product [CH3:1][C:2]1[C:7]([C:8]([O:10][CH3:11])=[O:9])=[CH:6][CH:5]=[CH:4][N+:3]=1[O-:20], predict the reactants needed to synthesize it. The reactants are: [CH3:1][C:2]1[C:7]([C:8]([O:10][CH3:11])=[O:9])=[CH:6][CH:5]=[CH:4][N:3]=1.C1C=C(Cl)C=C(C(OO)=[O:20])C=1. (3) Given the product [C:1](=[O:24])([O:2][C:3]1[C:4]([CH:27]=[CH2:28])=[C:5]([CH3:17])[N:6]=[C:7]([CH3:16])[C:8]=1[CH2:9][CH2:10][CH2:11][CH2:12][CH2:13][CH2:14][CH3:15])[O:19][C:20]([CH3:23])([CH3:22])[CH3:21], predict the reactants needed to synthesize it. The reactants are: [C:1](=[O:24])([O:19][C:20]([CH3:23])([CH3:22])[CH3:21])[O:2][C:3]1[C:8]([CH2:9][CH2:10][CH2:11][CH2:12][CH2:13][CH2:14][CH3:15])=[C:7]([CH3:16])[N:6]=[C:5]([CH3:17])[C:4]=1I.[Cl-].[Li+].[CH2:27]([Sn](CCCC)(CCCC)C=C)[CH2:28]CC.